Dataset: NCI-60 drug combinations with 297,098 pairs across 59 cell lines. Task: Regression. Given two drug SMILES strings and cell line genomic features, predict the synergy score measuring deviation from expected non-interaction effect. (1) Drug 1: CC1=C(C=C(C=C1)NC2=NC=CC(=N2)N(C)C3=CC4=NN(C(=C4C=C3)C)C)S(=O)(=O)N.Cl. Drug 2: CN1C(=O)N2C=NC(=C2N=N1)C(=O)N. Cell line: HS 578T. Synergy scores: CSS=11.2, Synergy_ZIP=1.41, Synergy_Bliss=11.7, Synergy_Loewe=9.10, Synergy_HSA=8.26. (2) Drug 1: CCC1=CC2CC(C3=C(CN(C2)C1)C4=CC=CC=C4N3)(C5=C(C=C6C(=C5)C78CCN9C7C(C=CC9)(C(C(C8N6C)(C(=O)OC)O)OC(=O)C)CC)OC)C(=O)OC.C(C(C(=O)O)O)(C(=O)O)O. Cell line: SR. Synergy scores: CSS=77.6, Synergy_ZIP=12.2, Synergy_Bliss=10.8, Synergy_Loewe=6.28, Synergy_HSA=13.6. Drug 2: CC1C(C(=O)NC(C(=O)N2CCCC2C(=O)N(CC(=O)N(C(C(=O)O1)C(C)C)C)C)C(C)C)NC(=O)C3=C4C(=C(C=C3)C)OC5=C(C(=O)C(=C(C5=N4)C(=O)NC6C(OC(=O)C(N(C(=O)CN(C(=O)C7CCCN7C(=O)C(NC6=O)C(C)C)C)C)C(C)C)C)N)C. (3) Drug 1: CCC1=C2CN3C(=CC4=C(C3=O)COC(=O)C4(CC)O)C2=NC5=C1C=C(C=C5)O. Drug 2: N.N.Cl[Pt+2]Cl. Cell line: LOX IMVI. Synergy scores: CSS=65.2, Synergy_ZIP=1.02, Synergy_Bliss=1.45, Synergy_Loewe=5.06, Synergy_HSA=8.27. (4) Drug 1: COC1=C2C(=CC3=C1OC=C3)C=CC(=O)O2. Drug 2: C1CN(P(=O)(OC1)NCCCl)CCCl. Cell line: MALME-3M. Synergy scores: CSS=-2.17, Synergy_ZIP=0.647, Synergy_Bliss=-3.84, Synergy_Loewe=-2.20, Synergy_HSA=-6.75.